Dataset: Full USPTO retrosynthesis dataset with 1.9M reactions from patents (1976-2016). Task: Predict the reactants needed to synthesize the given product. (1) Given the product [CH3:1][C:2]1[CH:11]=[C:10]([S:12][CH2:20][C:21]([O:23][CH3:24])=[O:22])[C:9]2[C:4](=[CH:5][CH:6]=[CH:7][CH:8]=2)[N:3]=1, predict the reactants needed to synthesize it. The reactants are: [CH3:1][C:2]1[CH:11]=[C:10]([SH:12])[C:9]2[C:4](=[CH:5][CH:6]=[CH:7][CH:8]=2)[N:3]=1.C(=O)([O-])[O-].[K+].[K+].Br[CH2:20][C:21]([O:23][CH3:24])=[O:22].O. (2) Given the product [C:26]([C:23]1[CH:24]=[CH:25][C:20]([CH2:19][C:9]2[C:10]([CH2:17][CH3:18])=[N:11][C:12]3[C:7]([C:8]=2[O:29][CH:30]([F:32])[F:31])=[C:6]([O:5][CH2:4][C:3]([OH:33])=[O:2])[CH:15]=[CH:14][C:13]=3[F:16])=[CH:21][CH:22]=1)(=[O:28])[CH3:27], predict the reactants needed to synthesize it. The reactants are: C[O:2][C:3](=[O:33])[CH2:4][O:5][C:6]1[CH:15]=[CH:14][C:13]([F:16])=[C:12]2[C:7]=1[C:8]([O:29][CH:30]([F:32])[F:31])=[C:9]([CH2:19][C:20]1[CH:25]=[CH:24][C:23]([C:26](=[O:28])[CH3:27])=[CH:22][CH:21]=1)[C:10]([CH2:17][CH3:18])=[N:11]2.[OH-].[Li+]. (3) Given the product [CH3:1][O:2][C:3](=[O:17])[C@@H:4]([NH:6][C:7]1[C:12]([N+:13]([O-:15])=[O:14])=[CH:11][CH:10]=[C:9]([NH:25][CH2:24][C:23]2[CH:26]=[CH:27][C:20]([O:19][CH3:18])=[CH:21][CH:22]=2)[N:8]=1)[CH3:5], predict the reactants needed to synthesize it. The reactants are: [CH3:1][O:2][C:3](=[O:17])[C@@H:4]([NH:6][C:7]1[C:12]([N+:13]([O-:15])=[O:14])=[CH:11][CH:10]=[C:9](Cl)[N:8]=1)[CH3:5].[CH3:18][O:19][C:20]1[CH:27]=[CH:26][C:23]([CH2:24][NH2:25])=[CH:22][CH:21]=1. (4) Given the product [CH3:30][O:29][C:27](=[O:28])[CH2:26][C:31]([NH:15][O:14][C@H:4]1[C@H:3]([O:2][CH3:1])[C@H:8]([O:9][CH3:10])[C@@H:7]([O:11][CH3:12])[C@H:6]([CH3:13])[O:5]1)=[O:32], predict the reactants needed to synthesize it. The reactants are: [CH3:1][O:2][C@@H:3]1[C@H:8]([O:9][CH3:10])[C@@H:7]([O:11][CH3:12])[C@H:6]([CH3:13])[O:5][C@H:4]1[O:14][NH2:15].CCN(C(C)C)C(C)C.Cl[CH:26]([C:31]([O-])=[O:32])[C:27]([O:29][CH3:30])=[O:28]. (5) Given the product [CH3:1][O:2][C:3]1[CH:8]=[CH:7][C:6]([N:9]2[CH2:14][C@@H:13]3[CH2:15][C@H:10]2[CH2:11][O:12]3)=[CH:5][C:4]=1[NH2:16], predict the reactants needed to synthesize it. The reactants are: [CH3:1][O:2][C:3]1[CH:8]=[CH:7][C:6]([N:9]2[CH2:14][C@@H:13]3[CH2:15][C@H:10]2[CH2:11][O:12]3)=[CH:5][C:4]=1[N+:16]([O-])=O. (6) Given the product [NH2:15][C:13]1[CH:12]=[CH:11][C:10]([O:18][CH3:19])=[C:9]([NH:8][C:5]2[N:4]=[C:3]([NH:20][C:21]3[CH:26]=[CH:25][CH:24]=[CH:23][CH:22]=3)[C:2]([F:1])=[CH:7][N:6]=2)[CH:14]=1, predict the reactants needed to synthesize it. The reactants are: [F:1][C:2]1[C:3]([NH:20][C:21]2[CH:26]=[CH:25][CH:24]=[CH:23][CH:22]=2)=[N:4][C:5]([NH:8][C:9]2[CH:14]=[C:13]([N+:15]([O-])=O)[CH:12]=[CH:11][C:10]=2[O:18][CH3:19])=[N:6][CH:7]=1. (7) Given the product [NH2:1][CH:2]([CH2:6][N:7]1[CH:11]=[CH:10][CH:9]=[N:8]1)[C:3]([O:5][C:26]([CH3:29])([CH3:28])[CH3:27])=[O:4], predict the reactants needed to synthesize it. The reactants are: [NH2:1][CH:2]([CH2:6][N:7]1[CH:11]=[CH:10][CH:9]=[N:8]1)[C:3]([OH:5])=[O:4].Cl(O)(=O)(=O)=O.C(=O)(O)[O-].[Na+].C(O[C:26]([CH3:29])([CH3:28])[CH3:27])(=O)C. (8) Given the product [CH3:11][O:10][C:4]1[CH:5]=[C:6]([O:8][CH3:9])[N:7]=[C:2]([C:19]#[C:18][C:12]2[CH:17]=[CH:16][CH:15]=[CH:14][CH:13]=2)[N:3]=1, predict the reactants needed to synthesize it. The reactants are: Cl[C:2]1[N:7]=[C:6]([O:8][CH3:9])[CH:5]=[C:4]([O:10][CH3:11])[N:3]=1.[C:12]1([C:18]#[CH:19])[CH:17]=[CH:16][CH:15]=[CH:14][CH:13]=1.CCCCCC.C(OCC)(=O)C.